Task: Predict the product of the given reaction.. Dataset: Forward reaction prediction with 1.9M reactions from USPTO patents (1976-2016) (1) Given the reactants [CH3:1][C:2]1[CH:10]=[CH:9][C:8]([CH:11]([CH3:13])[CH3:12])=[C:4]([C:5]([OH:7])=O)[C:3]=1[OH:14].[Cl:15][C:16]1[CH:22]=[C:21]([N+:23]([O-:25])=[O:24])[CH:20]=[CH:19][C:17]=1[NH2:18], predict the reaction product. The product is: [Cl:15][C:16]1[CH:22]=[C:21]([N+:23]([O-:25])=[O:24])[CH:20]=[CH:19][C:17]=1[NH:18][C:5](=[O:7])[C:4]1[C:8]([CH:11]([CH3:13])[CH3:12])=[CH:9][CH:10]=[C:2]([CH3:1])[C:3]=1[OH:14]. (2) Given the reactants [CH3:1][O:2][C:3]1[CH:4]=[C:5]([CH:11]=[CH:12][C:13]=1[N+:14]([O-])=O)[C:6]([O:8][CH2:9][CH3:10])=[O:7], predict the reaction product. The product is: [NH2:14][C:13]1[CH:12]=[CH:11][C:5]([C:6]([O:8][CH2:9][CH3:10])=[O:7])=[CH:4][C:3]=1[O:2][CH3:1].